From a dataset of Catalyst prediction with 721,799 reactions and 888 catalyst types from USPTO. Predict which catalyst facilitates the given reaction. Reactant: [C:1](#[N:5])[CH2:2][C:3]#[N:4].Br[CH2:7][CH2:8][O:9][CH2:10][CH2:11]Br.C1CCN2C(=NCCC2)CC1. Product: [O:9]1[CH2:10][CH2:11][C:2]([C:1]#[N:5])([C:3]#[N:4])[CH2:7][CH2:8]1. The catalyst class is: 3.